Dataset: Catalyst prediction with 721,799 reactions and 888 catalyst types from USPTO. Task: Predict which catalyst facilitates the given reaction. (1) Reactant: [Cl-].COC1N=C(OC)N=C([N+]2(C)CCOCC2)N=1.[NH2:19][C:20]1[CH:25]=[CH:24][CH:23]=[CH:22][CH:21]=1.[Cl:26][CH:27]=[C:28]1[CH:34]=[CH:33][C:32]2[CH:35]=[C:36]([C:39](O)=[O:40])[CH:37]=[CH:38][C:31]=2[O:30][CH2:29]1. Product: [Cl:26][CH:27]=[C:28]1[CH:34]=[CH:33][C:32]2[CH:35]=[C:36]([C:39]([NH:19][C:20]3[CH:25]=[CH:24][CH:23]=[CH:22][CH:21]=3)=[O:40])[CH:37]=[CH:38][C:31]=2[O:30][CH2:29]1. The catalyst class is: 5. (2) Reactant: [BH4-].[Na+].[CH3:3][C:4]1[CH:5]=[C:6]([C:13](=[O:20])[CH2:14][C:15]([O:17][CH2:18][CH3:19])=[O:16])[CH:7]=[CH:8][C:9]=1[N+:10]([O-:12])=[O:11].Cl. Product: [CH3:3][C:4]1[CH:5]=[C:6]([CH:13]([OH:20])[CH2:14][C:15]([O:17][CH2:18][CH3:19])=[O:16])[CH:7]=[CH:8][C:9]=1[N+:10]([O-:12])=[O:11]. The catalyst class is: 162.